From a dataset of Forward reaction prediction with 1.9M reactions from USPTO patents (1976-2016). Predict the product of the given reaction. (1) Given the reactants [C:1]1([N:7]2[C:12](=[O:13])[C:11]3[S:14][CH:15]=[C:16]([C:17]4[CH:22]=[CH:21][CH:20]=[CH:19][CH:18]=4)[C:10]=3[N:9]=[CH:8]2)[CH:6]=[CH:5][CH:4]=[CH:3][CH:2]=1.N[C:24]1[C:28]([C:29]2C=CC3C(=CC=CC=3)C=2)=CS[C:25]=1C(OC)=O.C(OCC)(OCC)OCC.[Cl:53]C1C=CC(N)=CC=1, predict the reaction product. The product is: [Cl:53][C:4]1[CH:5]=[CH:6][C:1]([N:7]2[C:12](=[O:13])[C:11]3[S:14][CH:15]=[C:16]([C:17]4[CH:18]=[CH:19][C:20]5[C:21](=[CH:25][CH:24]=[CH:28][CH:29]=5)[CH:22]=4)[C:10]=3[N:9]=[CH:8]2)=[CH:2][CH:3]=1. (2) Given the reactants [C:1]1([C@@H:7]([CH3:10])[CH2:8][NH2:9])[CH:6]=[CH:5][CH:4]=[CH:3][CH:2]=1.C([O:15][C:16]([C:18]1C=CC=C[C:19]=1[C:24]1[CH:29]=[CH:28][C:27]([CH2:30][N:31]2[C:39]3[C:34](=[CH:35][C:36]([C:40]([OH:42])=O)=[CH:37][CH:38]=3)[C:33]([CH3:43])=[C:32]2[CH3:44])=[CH:26][CH:25]=1)=[O:17])(C)(C)C, predict the reaction product. The product is: [CH3:44][C:32]1[N:31]([CH2:30][C:27]2[CH:26]=[CH:25][C:24]([C:19]3[C:18]([C:16]([OH:15])=[O:17])=[CH:6][CH:1]=[CH:2][CH:3]=3)=[CH:29][CH:28]=2)[C:39]2[C:34]([C:33]=1[CH3:43])=[CH:35][C:36]([C:40](=[O:42])[NH:9][CH2:8][C@@H:7]([C:1]1[CH:6]=[CH:5][CH:4]=[CH:3][CH:2]=1)[CH3:10])=[CH:37][CH:38]=2. (3) The product is: [NH2:15][C:12]1[CH:13]=[CH:14][C:9]([O:8][C@@H:7]2[CH2:6][CH2:5][N:4]([C:22]([O:24][C:25]([CH3:28])([CH3:27])[CH3:26])=[O:23])[CH2:3][C@H:2]2[F:1])=[C:10]([C:18]([F:21])([F:19])[F:20])[CH:11]=1. Given the reactants [F:1][C@H:2]1[C@H:7]([O:8][C:9]2[CH:14]=[CH:13][C:12]([N+:15]([O-])=O)=[CH:11][C:10]=2[C:18]([F:21])([F:20])[F:19])[CH2:6][CH2:5][N:4]([C:22]([O:24][C:25]([CH3:28])([CH3:27])[CH3:26])=[O:23])[CH2:3]1, predict the reaction product.